Task: Predict the reactants needed to synthesize the given product.. Dataset: Full USPTO retrosynthesis dataset with 1.9M reactions from patents (1976-2016) (1) Given the product [NH3:6].[C:18]([O:17][C:15]([N:11]1[CH2:10][C@@H:9]2[CH2:14][C@H:12]1[CH2:13][N:8]2[C:5]1[N:6]=[N:7][C:2]([C:29]#[C:28][C:22]2[CH:27]=[CH:26][CH:25]=[CH:24][CH:23]=2)=[CH:3][CH:4]=1)=[O:16])([CH3:21])([CH3:20])[CH3:19], predict the reactants needed to synthesize it. The reactants are: Br[C:2]1[N:7]=[N:6][C:5]([N:8]2[CH2:13][C@@H:12]3[CH2:14][C@H:9]2[CH2:10][N:11]3[C:15]([O:17][C:18]([CH3:21])([CH3:20])[CH3:19])=[O:16])=[CH:4][CH:3]=1.[C:22]1([C:28]#[CH:29])[CH:27]=[CH:26][CH:25]=[CH:24][CH:23]=1.C(N(C(C)C)CC)(C)C.[OH-].[Na+]. (2) Given the product [Cl:5][C:6]1[CH:11]=[C:10]([C:15](=[O:21])[CH2:16][CH2:17][CH2:18][CH2:19][CH3:20])[CH:9]=[C:8]([F:12])[C:7]=1[O:13][CH3:14], predict the reactants needed to synthesize it. The reactants are: [Cl-].[Al+3].[Cl-].[Cl-].[Cl:5][C:6]1[CH:11]=[CH:10][CH:9]=[C:8]([F:12])[C:7]=1[O:13][CH3:14].[C:15](Cl)(=[O:21])[CH2:16][CH2:17][CH2:18][CH2:19][CH3:20].Cl.